This data is from Catalyst prediction with 721,799 reactions and 888 catalyst types from USPTO. The task is: Predict which catalyst facilitates the given reaction. (1) Reactant: [Cl:1][C:2]1[CH:3]=[C:4]([CH:7]=[CH:8][C:9]=1[Cl:10])[CH:5]=O.[NH2:11][C:12]1([CH3:25])[CH2:17][CH2:16][N:15]([C:18]([O:20][C:21]([CH3:24])([CH3:23])[CH3:22])=[O:19])[CH2:14][CH2:13]1.[BH-](OC(C)=O)(OC(C)=O)OC(C)=O.[Na+]. Product: [Cl:1][C:2]1[CH:3]=[C:4]([CH2:5][NH:11][C:12]2([CH3:25])[CH2:13][CH2:14][N:15]([C:18]([O:20][C:21]([CH3:24])([CH3:23])[CH3:22])=[O:19])[CH2:16][CH2:17]2)[CH:7]=[CH:8][C:9]=1[Cl:10]. The catalyst class is: 2. (2) Reactant: [Br:1][C:2]1[CH:7]=[C:6]([F:8])[C:5]([N+:9]([O-:11])=[O:10])=[CH:4][C:3]=1[OH:12].[N+:13]([O-])([OH:15])=[O:14]. Product: [Br:1][C:2]1[C:3]([OH:12])=[C:4]([N+:13]([O-:15])=[O:14])[C:5]([N+:9]([O-:11])=[O:10])=[C:6]([F:8])[CH:7]=1. The catalyst class is: 2. (3) Reactant: C([O:8][C:9]1[CH:37]=[CH:36][C:12]([O:13][CH2:14][CH2:15][CH2:16][CH2:17][CH2:18][CH2:19][C:20]([C:22]2[O:23][C:24]([CH2:27][O:28][CH2:29][C:30]3[CH:35]=[CH:34][CH:33]=[CH:32][CH:31]=3)=[N:25][N:26]=2)=[O:21])=[CH:11][CH:10]=1)C1C=CC=CC=1. Product: [CH2:29]([O:28][CH2:27][C:24]1[O:23][C:22]([C:20](=[O:21])[CH2:19][CH2:18][CH2:17][CH2:16][CH2:15][CH2:14][O:13][C:12]2[CH:36]=[CH:37][C:9]([OH:8])=[CH:10][CH:11]=2)=[N:26][N:25]=1)[C:30]1[CH:35]=[CH:34][CH:33]=[CH:32][CH:31]=1. The catalyst class is: 99. (4) Reactant: [NH2:1][C:2]1[CH:3]=[CH:4][C:5]([O:19][C:20]2[CH:25]=[CH:24][C:23]([F:26])=[CH:22][C:21]=2[F:27])=[C:6]([C:8]2[C:9]([O:16][CH2:17][CH3:18])=[CH:10][C:11](=[O:15])[N:12]([CH3:14])[CH:13]=2)[CH:7]=1.CCN(C(C)C)C(C)C.CN(C(ON1N=NC2C=CC=NC1=2)=[N+](C)C)C.F[P-](F)(F)(F)(F)F.[Cl:61][C:62]1[CH:67]=[CH:66][C:65]([F:68])=[CH:64][C:63]=1[CH2:69][C:70](O)=[O:71]. Product: [Cl:61][C:62]1[CH:67]=[CH:66][C:65]([F:68])=[CH:64][C:63]=1[CH2:69][C:70]([NH:1][C:2]1[CH:3]=[CH:4][C:5]([O:19][C:20]2[CH:25]=[CH:24][C:23]([F:26])=[CH:22][C:21]=2[F:27])=[C:6]([C:8]2[C:9]([O:16][CH2:17][CH3:18])=[CH:10][C:11](=[O:15])[N:12]([CH3:14])[CH:13]=2)[CH:7]=1)=[O:71]. The catalyst class is: 44. (5) Reactant: [C:1]([O:5][C:6](=[O:26])[NH:7][C:8]1([CH3:25])[CH2:11][N:10](C(C2C=CC=CC=2)C2C=CC=CC=2)[CH2:9]1)([CH3:4])([CH3:3])[CH3:2].Cl. Product: [C:1]([O:5][C:6](=[O:26])[NH:7][C:8]1([CH3:25])[CH2:11][NH:10][CH2:9]1)([CH3:4])([CH3:2])[CH3:3]. The catalyst class is: 27.